From a dataset of Forward reaction prediction with 1.9M reactions from USPTO patents (1976-2016). Predict the product of the given reaction. (1) Given the reactants [OH:1][C:2]1[CH:11]=[CH:10][C:9]([NH:12][CH2:13][C:14]2[CH:19]=[CH:18][C:17]([O:20][CH3:21])=[CH:16][CH:15]=2)=[CH:8][C:3]=1[C:4]([O:6][CH3:7])=[O:5].[O:22]([C:29]1[CH:37]=[CH:36][C:32]([C:33](Cl)=[O:34])=[CH:31][CH:30]=1)[C:23]1[CH:28]=[CH:27][CH:26]=[CH:25][CH:24]=1, predict the reaction product. The product is: [OH:1][C:2]1[CH:11]=[CH:10][C:9]([N:12]([CH2:13][C:14]2[CH:15]=[CH:16][C:17]([O:20][CH3:21])=[CH:18][CH:19]=2)[C:33](=[O:34])[C:32]2[CH:36]=[CH:37][C:29]([O:22][C:23]3[CH:28]=[CH:27][CH:26]=[CH:25][CH:24]=3)=[CH:30][CH:31]=2)=[CH:8][C:3]=1[C:4]([O:6][CH3:7])=[O:5]. (2) Given the reactants [CH2:1]([C:3]1[CH:8]=[C:7]([CH2:9][CH3:10])[C:6]([S:11][CH2:12][C:13]([F:16])([F:15])[F:14])=[CH:5][C:4]=1[NH:17]C(=O)C)[CH3:2].[OH-].[Na+], predict the reaction product. The product is: [CH2:1]([C:3]1[CH:8]=[C:7]([CH2:9][CH3:10])[C:6]([S:11][CH2:12][C:13]([F:15])([F:14])[F:16])=[CH:5][C:4]=1[NH2:17])[CH3:2]. (3) The product is: [F:1][CH:2]([F:22])[C:3]1[CH:4]=[C:5]([C:10]2[CH:15]=[C:14]([O:16][CH3:17])[C:13]([C:24]3[C:33]4[C:28](=[CH:29][C:30]([S:34]([OH:37])(=[O:35])=[O:36])=[CH:31][CH:32]=4)[CH:27]=[CH:26][N:25]=3)=[CH:12][C:11]=2[F:21])[CH:6]=[C:7]([F:9])[CH:8]=1. Given the reactants [F:1][CH:2]([F:22])[C:3]1[CH:4]=[C:5]([C:10]2[CH:15]=[C:14]([O:16][CH3:17])[C:13](B(O)O)=[CH:12][C:11]=2[F:21])[CH:6]=[C:7]([F:9])[CH:8]=1.Cl[C:24]1[C:33]2[C:28](=[CH:29][C:30]([S:34]([O:37]C3C(F)=C(F)C(F)=C(F)C=3F)(=[O:36])=[O:35])=[CH:31][CH:32]=2)[CH:27]=[CH:26][N:25]=1.C(=O)([O-])[O-].[K+].[K+], predict the reaction product. (4) Given the reactants [ClH:1].[CH:2]1([NH:5][C:6](=[O:25])[CH:7]([OH:24])[CH:8]([NH:16]C(=O)OC(C)(C)C)[CH2:9][C:10]2[CH:15]=[CH:14][CH:13]=[CH:12][CH:11]=2)[CH2:4][CH2:3]1.COC(C)(C)C, predict the reaction product. The product is: [ClH:1].[NH2:16][CH:8]([CH2:9][C:10]1[CH:15]=[CH:14][CH:13]=[CH:12][CH:11]=1)[CH:7]([OH:24])[C:6]([NH:5][CH:2]1[CH2:4][CH2:3]1)=[O:25]. (5) Given the reactants [C:1](=[O:4])([O-:3])[O-].[Cs+].[Cs+].[S:7]1[C:11]([C:12]([OH:14])=[O:13])=[CH:10][CH:9]=[C:8]1[C:15]([OH:17])=[O:16].[CH2:18]1[O:28][C:27]2[CH:26]=[CH:25][C:22]([CH2:23]Cl)=[CH:21][C:20]=2[O:19]1.ClCCl.Cl, predict the reaction product. The product is: [O:3]1[C:27]2[CH:26]=[CH:25][C:22]([CH:23]([O:16][C:15]([C:8]3[S:7][C:11]([C:12]([OH:14])=[O:13])=[CH:10][CH:9]=3)=[O:17])[C:22]3[CH:25]=[CH:26][C:27]4[O:28][CH2:18][O:19][C:20]=4[CH:21]=3)=[CH:21][C:20]=2[O:4][CH2:1]1. (6) Given the reactants [CH3:1][CH:2]([O:4][C:5]1[CH:13]=[CH:12][C:8]([C:9]([OH:11])=O)=[CH:7][C:6]=1[C:14]([F:17])([F:16])[F:15])[CH3:3].C(Cl)CCl.C1C=CC2N(O)N=NC=2C=1.O[NH:33][C:34](=[NH:51])[C:35]1[CH:43]=[CH:42][CH:41]=[C:40]2[C:36]=1[CH:37]=[CH:38][N:39]2[CH2:44][CH2:45][C:46]([O:48][CH2:49][CH3:50])=[O:47], predict the reaction product. The product is: [CH3:3][CH:2]([O:4][C:5]1[CH:13]=[CH:12][C:8]([C:9]2[O:11][N:51]=[C:34]([C:35]3[CH:43]=[CH:42][CH:41]=[C:40]4[C:36]=3[CH:37]=[CH:38][N:39]4[CH2:44][CH2:45][C:46]([O:48][CH2:49][CH3:50])=[O:47])[N:33]=2)=[CH:7][C:6]=1[C:14]([F:17])([F:16])[F:15])[CH3:1]. (7) Given the reactants CC1C=CC(S(O[CH2:12][CH2:13][CH2:14][CH2:15][CH2:16][O:17][CH2:18][CH2:19][CH2:20][NH:21][C:22](=[O:28])[O:23][C:24]([CH3:27])([CH3:26])[CH3:25])(=O)=O)=CC=1.[OH:29][C:30]1[CH:39]=[CH:38][C:33]([C:34]([O:36][CH3:37])=[O:35])=[CH:32][CH:31]=1.C(=O)([O-])[O-].[K+].[K+], predict the reaction product. The product is: [C:24]([O:23][C:22]([NH:21][CH2:20][CH2:19][CH2:18][O:17][CH2:16][CH2:15][CH2:14][CH2:13][CH2:12][O:29][C:30]1[CH:31]=[CH:32][C:33]([C:34]([O:36][CH3:37])=[O:35])=[CH:38][CH:39]=1)=[O:28])([CH3:27])([CH3:26])[CH3:25]. (8) The product is: [CH2:16]([N:12]1[CH:13]=[CH:14][C:9]([O:8][CH2:1][C:2]2[CH:3]=[CH:4][CH:5]=[CH:6][CH:7]=2)=[CH:10][C:11]1=[O:15])[C:17]1[CH:22]=[CH:21][CH:20]=[CH:19][CH:18]=1. Given the reactants [CH2:1]([O:8][C:9]1[CH:14]=[CH:13][NH:12][C:11](=[O:15])[CH:10]=1)[C:2]1[CH:7]=[CH:6][CH:5]=[CH:4][CH:3]=1.[CH2:16](Br)[C:17]1[CH:22]=[CH:21][CH:20]=[CH:19][CH:18]=1.[OH-].[Na+], predict the reaction product. (9) Given the reactants Br[C:2]1[CH:3]=[C:4]([NH:9][CH2:10][CH:11]2[CH2:16][CH2:15][O:14][C:13]([CH3:18])([CH3:17])[CH2:12]2)[CH:5]=[N:6][C:7]=1[Cl:8].[Cl:19][C:20]1[C:21](B(O)O)=[CH:22][C:23]([F:26])=[N:24][CH:25]=1.C(=O)([O-])[O-].[Na+].[Na+], predict the reaction product. The product is: [Cl:8][C:7]1[C:2]([C:21]2[C:20]([Cl:19])=[CH:25][N:24]=[C:23]([F:26])[CH:22]=2)=[CH:3][C:4]([NH:9][CH2:10][CH:11]2[CH2:16][CH2:15][O:14][C:13]([CH3:18])([CH3:17])[CH2:12]2)=[CH:5][N:6]=1.